Dataset: Kir2.1 potassium channel HTS with 301,493 compounds. Task: Binary Classification. Given a drug SMILES string, predict its activity (active/inactive) in a high-throughput screening assay against a specified biological target. (1) The molecule is Clc1cc2[nH]c(SCC(O)=O)nc2cc1. The result is 0 (inactive). (2) The compound is S1C2(N(C(C1)C(=O)Nc1cc(S(=O)(=O)N3CCCCC3)ccc1OC(C)C)C(=O)CC2)C. The result is 0 (inactive). (3) The compound is Fc1ccc(N\C(=C2\C(=O)N(C(=O)NC2=O)C)C)cc1. The result is 0 (inactive). (4) The compound is O(c1cc(NC(=O)c2ccc(OC)cc2)ccc1)C(=O)c1cc(c(cc1)C)C. The result is 0 (inactive). (5) The drug is OCCN(c1c(cc([N+]([O-])=O)cc1)C(O)=O)C. The result is 0 (inactive). (6) The molecule is S(c1oc(nn1)CCCc1ccc(OC)cc1)CC(=O)Nc1c(ccc(c1)C)C. The result is 0 (inactive). (7) The molecule is s1c(Nc2c(c(ccc2)C)C)nc(c1C(OCC)=O)C. The result is 0 (inactive).